From a dataset of Full USPTO retrosynthesis dataset with 1.9M reactions from patents (1976-2016). Predict the reactants needed to synthesize the given product. (1) Given the product [CH:27]1([CH2:26][O:46][NH:45][C:12]([C:4]2[C:3]([NH:15][C:16]3[CH:21]=[CH:20][C:19]([I:22])=[CH:18][C:17]=3[CH3:23])=[C:2]([F:1])[C:7]3[N:8]=[CH:9][N:10]([CH3:11])[C:6]=3[CH:5]=2)=[O:13])[CH2:28][CH2:29]1, predict the reactants needed to synthesize it. The reactants are: [F:1][C:2]1[C:7]2[N:8]=[CH:9][N:10]([CH3:11])[C:6]=2[CH:5]=[C:4]([C:12](O)=[O:13])[C:3]=1[NH:15][C:16]1[CH:21]=[CH:20][C:19]([I:22])=[CH:18][C:17]=1[CH3:23].C1C=[CH:26][C:27]2N(O)N=N[C:28]=2[CH:29]=1.C(N(CC)CC)C.Cl.C1([N:45](C)[OH:46])CC1.CCN=C=NCCCN(C)C. (2) Given the product [C:16]([O:15][C:13](=[O:14])[CH2:12][P:1]([O:2][CH2:3][CH3:4])([O:5][CH2:6][CH3:7])=[O:8])([CH3:19])([CH3:18])[CH3:17], predict the reactants needed to synthesize it. The reactants are: [P:1]([O:8]CC)([O:5][CH2:6][CH3:7])[O:2][CH2:3][CH3:4].Br[CH2:12][C:13]([O:15][C:16]([CH3:19])([CH3:18])[CH3:17])=[O:14]. (3) Given the product [NH2:1][C:2]1[CH:3]=[C:4]([CH2:8][CH2:9][C:10]2[CH:11]=[C:12]([NH:18][C:19]3[C:24]([Cl:25])=[CH:23][N:22]=[C:21]([Cl:26])[N:20]=3)[CH:13]=[CH:14][C:15]=2[O:16][CH3:17])[CH:5]=[N:6][CH:7]=1, predict the reactants needed to synthesize it. The reactants are: [NH2:1][C:2]1[CH:3]=[C:4](/[CH:8]=[CH:9]/[C:10]2[CH:11]=[C:12]([NH:18][C:19]3[C:24]([Cl:25])=[CH:23][N:22]=[C:21]([Cl:26])[N:20]=3)[CH:13]=[CH:14][C:15]=2[O:16][CH3:17])[CH:5]=[N:6][CH:7]=1.O1CCCC1.C([O-])(=O)C.[Na+]. (4) The reactants are: Br[C:2]1[CH:7]=[C:6]([CH3:8])[C:5]([NH2:9])=[C:4]([CH3:10])[CH:3]=1.[C:11]([NH2:15])(=O)[CH:12]=[CH2:13].CC1C=CC=CC=1P(C1C=CC=CC=1C)C1C=CC=CC=1C.P(Cl)(Cl)(Cl)=O. Given the product [C:11]([CH:12]=[CH:13][C:2]1[CH:7]=[C:6]([CH3:8])[C:5]([NH2:9])=[C:4]([CH3:10])[CH:3]=1)#[N:15], predict the reactants needed to synthesize it.